The task is: Predict the reactants needed to synthesize the given product.. This data is from Full USPTO retrosynthesis dataset with 1.9M reactions from patents (1976-2016). (1) Given the product [C:14]([O:13][C:12](=[O:18])[N:11]([C:19]1[CH:24]=[CH:23][CH:22]=[C:21]([NH2:25])[CH:20]=1)[CH2:10][CH2:9][NH:8][C:6]([O:5][C:1]([CH3:3])([CH3:4])[CH3:2])=[O:7])([CH3:15])([CH3:16])[CH3:17], predict the reactants needed to synthesize it. The reactants are: [C:1]([O:5][C:6]([NH:8][CH2:9][CH2:10][N:11]([C:19]1[CH:24]=[CH:23][CH:22]=[C:21]([N+:25]([O-])=O)[CH:20]=1)[C:12](=[O:18])[O:13][C:14]([CH3:17])([CH3:16])[CH3:15])=[O:7])([CH3:4])([CH3:3])[CH3:2]. (2) Given the product [Cl:19][C:15]1[CH:14]=[C:13]([C:11]2[N:12]=[C:7]([NH:28][C:29]3[CH:34]=[CH:33][C:32]([CH2:35][CH2:36][OH:37])=[CH:31][CH:30]=3)[C:8]3[S:23](=[O:25])(=[O:24])[CH2:22][CH2:21][CH2:20][C:9]=3[N:10]=2)[CH:18]=[CH:17][CH:16]=1, predict the reactants needed to synthesize it. The reactants are: FC(F)(F)S(O[C:7]1[C:8]2[S:23](=[O:25])(=[O:24])[CH2:22][CH2:21][CH2:20][C:9]=2[N:10]=[C:11]([C:13]2[CH:18]=[CH:17][CH:16]=[C:15]([Cl:19])[CH:14]=2)[N:12]=1)(=O)=O.[NH2:28][C:29]1[CH:34]=[CH:33][C:32]([CH2:35][CH2:36][OH:37])=[CH:31][CH:30]=1. (3) Given the product [C:1]([C:3]1[C:12]2[C:7](=[CH:8][CH:9]=[C:10]([O:13][C:14]3[CH:19]=[CH:18][CH:17]=[C:16]([F:20])[CH:15]=3)[CH:11]=2)[C:6]([OH:21])=[C:5]([C:22]([NH:26][CH2:27][C:28]([CH3:35])([CH3:34])[C:29]([O:31][CH2:32][CH3:33])=[O:30])=[O:23])[N:4]=1)#[N:2], predict the reactants needed to synthesize it. The reactants are: [C:1]([C:3]1[C:12]2[C:7](=[CH:8][CH:9]=[C:10]([O:13][C:14]3[CH:19]=[CH:18][CH:17]=[C:16]([F:20])[CH:15]=3)[CH:11]=2)[C:6]([OH:21])=[C:5]([C:22](OC)=[O:23])[N:4]=1)#[N:2].[NH2:26][CH2:27][C:28]([CH3:35])([CH3:34])[C:29]([O:31][CH2:32][CH3:33])=[O:30]. (4) Given the product [Cl:6][C:7]1[CH:15]=[C:14]([NH:4][CH2:3][CH:2]([F:5])[F:1])[C:13]([N+:17]([O-:19])=[O:18])=[CH:12][C:8]=1[C:9]([OH:11])=[O:10], predict the reactants needed to synthesize it. The reactants are: [F:1][CH:2]([F:5])[CH2:3][NH2:4].[Cl:6][C:7]1[CH:15]=[C:14](F)[C:13]([N+:17]([O-:19])=[O:18])=[CH:12][C:8]=1[C:9]([OH:11])=[O:10]. (5) Given the product [Cl:1][C:2]1[CH:3]=[CH:4][C:5]([O:6][C:7]2[CH:12]=[CH:11][C:10]([C:13]([O:22][CH3:31])([CH2:20][CH3:21])[CH2:14][N:15]3[CH:19]=[N:18][CH:17]=[N:16]3)=[C:9]([C:23]([F:26])([F:24])[F:25])[CH:8]=2)=[CH:27][CH:28]=1, predict the reactants needed to synthesize it. The reactants are: [Cl:1][C:2]1[CH:28]=[CH:27][C:5]([O:6][C:7]2[CH:12]=[CH:11][C:10]([C:13]([OH:22])([CH2:20][CH3:21])[CH2:14][N:15]3[CH:19]=[N:18][CH:17]=[N:16]3)=[C:9]([C:23]([F:26])([F:25])[F:24])[CH:8]=2)=[CH:4][CH:3]=1.[H-].[Na+].[CH3:31]I.[Cl-].[Na+]. (6) The reactants are: [CH:1]1([N:4]([CH2:30][C:31]2[CH:36]=[CH:35][CH:34]=[C:33](Cl)[C:32]=2[Cl:38])[C:5]([C@@H:7]2[C@:12]([C:15]3[CH:20]=[CH:19][C:18]([F:21])=[C:17]([F:22])[CH:16]=3)([O:13][CH3:14])[CH2:11][CH2:10][N:9](C(OC(C)(C)C)=O)[CH2:8]2)=[O:6])[CH2:3][CH2:2]1.Cl. Given the product [Cl:38][C:32]1[CH:33]=[CH:34][C:35]([CH2:11][CH2:12][O:13][CH3:14])=[CH:36][C:31]=1[CH2:30][N:4]([CH:1]1[CH2:2][CH2:3]1)[C:5]([CH:7]1[C:12]([C:15]2[CH:20]=[CH:19][C:18]([F:21])=[C:17]([F:22])[CH:16]=2)([O:13][CH3:14])[CH2:11][CH2:10][NH:9][CH2:8]1)=[O:6], predict the reactants needed to synthesize it. (7) Given the product [CH2:10]([N:17]([C:18]1[C:19]([F:28])=[C:20]2[C:24](=[CH:25][CH:26]=1)[C:23](=[O:27])[CH2:22][CH2:21]2)[CH2:5][C:4]([N:3]([CH2:8][CH3:9])[CH2:1][CH3:2])=[O:7])[C:11]1[CH:12]=[CH:13][CH:14]=[CH:15][CH:16]=1, predict the reactants needed to synthesize it. The reactants are: [CH2:1]([N:3]([CH2:8][CH3:9])[C:4](=[O:7])[CH2:5]I)[CH3:2].[CH2:10]([NH:17][C:18]1[C:19]([F:28])=[C:20]2[C:24](=[CH:25][CH:26]=1)[C:23](=[O:27])[CH2:22][CH2:21]2)[C:11]1[CH:16]=[CH:15][CH:14]=[CH:13][CH:12]=1.C(=O)([O-])[O-].[Cs+].[Cs+]. (8) Given the product [F:1][C:2]1[CH:7]=[CH:6][C:5]([O:8][C:9](=[O:33])[N:10]([C@@H:12]2[C@@H:16]([C:17]3[CH:22]=[CH:21][C:20]([Cl:23])=[C:19]([Cl:24])[CH:18]=3)[CH2:15][N:14]([C:25]([CH:27]3[CH2:32][CH2:31][N:30]([C:37](=[O:38])[CH2:36][O:35][CH3:34])[CH2:29][CH2:28]3)=[O:26])[CH2:13]2)[CH3:11])=[CH:4][CH:3]=1, predict the reactants needed to synthesize it. The reactants are: [F:1][C:2]1[CH:7]=[CH:6][C:5]([O:8][C:9](=[O:33])[N:10]([C@@H:12]2[C@@H:16]([C:17]3[CH:22]=[CH:21][C:20]([Cl:23])=[C:19]([Cl:24])[CH:18]=3)[CH2:15][N:14]([C:25]([CH:27]3[CH2:32][CH2:31][NH:30][CH2:29][CH2:28]3)=[O:26])[CH2:13]2)[CH3:11])=[CH:4][CH:3]=1.[CH3:34][O:35][CH2:36][C:37](Cl)=[O:38]. (9) The reactants are: [CH3:1][O:2][C:3](=[O:14])[CH:4]=[CH:5][C:6]1[CH:11]=[CH:10][N:9]=[C:8]([O:12][CH3:13])[CH:7]=1.C(Cl)Cl. Given the product [CH3:1][O:2][C:3](=[O:14])[CH2:4][CH2:5][C:6]1[CH:11]=[CH:10][N:9]=[C:8]([O:12][CH3:13])[CH:7]=1, predict the reactants needed to synthesize it.